The task is: Predict the reaction yield, written as a fraction of the theoretical maximum amount of product (1.0 means a 100% yield; for example, 0.34 means a 34% yield).. This data is from Reaction yield outcomes from USPTO patents with 853,638 reactions. (1) The reactants are N[C@H]([C:5](O)=[O:6])C[SeH].[Li]CCCC.[Si:13]([O:20][C:21]1[CH:26]=[CH:25][CH:24]=[CH:23][C:22]=1[F:27])([C:16]([CH3:19])([CH3:18])[CH3:17])([CH3:15])[CH3:14].CN(CCN(C)C)C.CN(C=O)C.Cl. The catalyst is C1COCC1. The product is [Si:13]([O:20][C:21]1[C:22]([F:27])=[C:23]([CH:24]=[CH:25][CH:26]=1)[CH:5]=[O:6])([C:16]([CH3:19])([CH3:18])[CH3:17])([CH3:15])[CH3:14]. The yield is 0.740. (2) The reactants are [CH3:1][S:2]([C:5]1[CH:13]=[CH:12][C:8]([C:9]([OH:11])=O)=[CH:7][CH:6]=1)(=[O:4])=[O:3].C1N=CN(C(N2C=NC=C2)=O)C=1.CS(O)(=O)=O.[NH2:31][CH2:32][C:33]1[CH:34]=[C:35]2[C:39](=[CH:40][CH:41]=1)[C:38](=[O:42])[N:37]([CH:43]1[CH2:48][CH2:47][C:46](=[O:49])[NH:45][C:44]1=[O:50])[CH2:36]2. The catalyst is CN(C=O)C. The product is [O:50]=[C:44]1[CH:43]([N:37]2[CH2:36][C:35]3[C:39](=[CH:40][CH:41]=[C:33]([CH2:32][NH:31][C:9](=[O:11])[C:8]4[CH:7]=[CH:6][C:5]([S:2]([CH3:1])(=[O:3])=[O:4])=[CH:13][CH:12]=4)[CH:34]=3)[C:38]2=[O:42])[CH2:48][CH2:47][C:46](=[O:49])[NH:45]1. The yield is 0.710. (3) The reactants are C1N=CN(C(N2C=NC=C2)=O)C=1.[C:13]1([S:19]([CH2:22][CH2:23][S:24][C:25]2[N:33]=[CH:32][CH:31]=[CH:30][C:26]=2[C:27]([OH:29])=O)(=[O:21])=[O:20])[CH:18]=[CH:17][CH:16]=[CH:15][CH:14]=1.Cl.[CH:35]1([CH2:41][CH2:42][NH2:43])[CH2:40][CH2:39][CH2:38][CH2:37][CH2:36]1.C(N(C(C)C)CC)(C)C. The catalyst is C(Cl)Cl. The product is [CH:35]1([CH2:41][CH2:42][NH:43][C:27](=[O:29])[C:26]2[CH:30]=[CH:31][CH:32]=[N:33][C:25]=2[S:24][CH2:23][CH2:22][S:19]([C:13]2[CH:14]=[CH:15][CH:16]=[CH:17][CH:18]=2)(=[O:20])=[O:21])[CH2:40][CH2:39][CH2:38][CH2:37][CH2:36]1. The yield is 0.970. (4) The reactants are FC(F)(F)C(O)=O.[CH3:8][S:9]([C:12]1[CH:27]=[CH:26][C:15]2[N:16]([CH:20]3[CH2:25][CH2:24][NH:23][CH2:22][CH2:21]3)[C:17](=[O:19])[NH:18][C:14]=2[CH:13]=1)(=[O:11])=[O:10].Cl[CH2:29][C:30]([CH:32]1[CH2:37][CH2:36][CH:35]([C:38]([F:41])([F:40])[F:39])[CH2:34][CH2:33]1)=[O:31]. The catalyst is CN(C=O)C.O. The product is [F:39][C:38]([F:40])([F:41])[CH:35]1[CH2:34][CH2:33][CH:32]([C:30](=[O:31])[CH2:29][N:23]2[CH2:22][CH2:21][CH:20]([N:16]3[C:15]4[CH:26]=[CH:27][C:12]([S:9]([CH3:8])(=[O:10])=[O:11])=[CH:13][C:14]=4[NH:18][C:17]3=[O:19])[CH2:25][CH2:24]2)[CH2:37][CH2:36]1. The yield is 0.168. (5) The reactants are [F:1][C:2]1[CH:3]=[C:4]([CH:18]=[CH:19][CH:20]=1)[CH2:5][O:6][C:7]1[CH:14]=[CH:13][C:12]([N+:15]([O-])=O)=[CH:11][C:8]=1[C:9]#[N:10].[Sn](Cl)(Cl)(Cl)Cl. The catalyst is CCOC(C)=O. The product is [NH2:15][C:12]1[CH:13]=[CH:14][C:7]([O:6][CH2:5][C:4]2[CH:18]=[CH:19][CH:20]=[C:2]([F:1])[CH:3]=2)=[C:8]([CH:11]=1)[C:9]#[N:10]. The yield is 0.450. (6) The reactants are [CH3:1][C:2]([C:10]1[CH:11]=[C:12]([OH:17])[CH:13]=[C:14]([CH:16]=1)[OH:15])([CH3:9])[CH2:3][CH2:4][CH2:5][CH2:6][CH2:7][CH3:8].[CH:18]1(O)[CH2:23][CH2:22][CH2:21][CH:20]=[CH:19]1.CS(O)(=O)=O. The catalyst is ClCCl. The product is [CH:23]1([C:13]2[C:14]([OH:15])=[CH:16][C:10]([C:2]([CH3:1])([CH3:9])[CH2:3][CH2:4][CH2:5][CH2:6][CH2:7][CH3:8])=[CH:11][C:12]=2[OH:17])[CH2:22][CH2:21][CH2:20][CH:19]=[CH:18]1. The yield is 0.810. (7) The reactants are S(Cl)(Cl)=O.[O:5]=[C:6]1[NH:10][C:9](=[O:11])[CH:8]([CH2:12][C:13]2[CH:23]=[CH:22][C:16]([O:17][CH2:18][C:19]([OH:21])=O)=[CH:15][CH:14]=2)[S:7]1.[NH2:24][C:25]1[CH:30]=[CH:29][C:28]([O:31][CH3:32])=[CH:27][C:26]=1[N:33]([CH3:41])[C:34](=[O:40])[O:35][C:36]([CH3:39])([CH3:38])[CH3:37].C(N(CC)CC)C.C(=O)(O)[O-].[Na+].Cl. The catalyst is ClCCl.O.CN(C)C=O. The product is [O:5]=[C:6]1[NH:10][C:9](=[O:11])[CH:8]([CH2:12][C:13]2[CH:14]=[CH:15][C:16]([O:17][CH2:18][C:19]([NH:24][C:25]3[CH:30]=[CH:29][C:28]([O:31][CH3:32])=[CH:27][C:26]=3[N:33]([CH3:41])[C:34](=[O:40])[O:35][C:36]([CH3:37])([CH3:39])[CH3:38])=[O:21])=[CH:22][CH:23]=2)[S:7]1. The yield is 0.930.